Task: Predict the reactants needed to synthesize the given product.. Dataset: Full USPTO retrosynthesis dataset with 1.9M reactions from patents (1976-2016) (1) Given the product [Cl:18][C:15]1[CH:16]=[CH:17][C:12]([NH:11][S:8]([C:5]2[CH:6]=[CH:7][C:2]([N:82]3[CH2:87][CH2:86][O:85][CH2:84][CH2:83]3)=[CH:3][CH:4]=2)(=[O:10])=[O:9])=[C:13]([C:19]([C:21]2[CH:26]=[CH:25][N:24]=[CH:23][CH:22]=2)=[O:20])[CH:14]=1, predict the reactants needed to synthesize it. The reactants are: Br[C:2]1[CH:7]=[CH:6][C:5]([S:8]([NH:11][C:12]2[CH:17]=[CH:16][C:15]([Cl:18])=[CH:14][C:13]=2[C:19]([C:21]2[CH:26]=[CH:25][N:24]=[CH:23][CH:22]=2)=[O:20])(=[O:10])=[O:9])=[CH:4][CH:3]=1.O.[O-]P([O-])([O-])=O.[K+].[K+].[K+].C1(P(C2C=CC=CC=2)C2C=CC3C(=CC=CC=3)C=2C2C3C(=CC=CC=3)C=CC=2P(C2C=CC=CC=2)C2C=CC=CC=2)C=CC=CC=1.[NH:82]1[CH2:87][CH2:86][O:85][CH2:84][CH2:83]1. (2) The reactants are: [OH:1][C:2]1[CH:3]=[C:4]([CH:9]=[C:10]([O:12][C@@H:13]([CH3:17])[CH2:14][O:15][CH3:16])[CH:11]=1)[C:5]([O:7][CH3:8])=[O:6].[N:18]1([C:22]([C:24]2[CH:25]=[C:26]([Cl:31])[C:27](Cl)=[N:28][CH:29]=2)=[O:23])[CH2:21][CH2:20][CH2:19]1.C(=O)([O-])[O-].[K+].[K+].Cl. Given the product [N:18]1([C:22]([C:24]2[CH:25]=[C:26]([Cl:31])[C:27]([O:1][C:2]3[CH:3]=[C:4]([CH:9]=[C:10]([O:12][C@@H:13]([CH3:17])[CH2:14][O:15][CH3:16])[CH:11]=3)[C:5]([O:7][CH3:8])=[O:6])=[N:28][CH:29]=2)=[O:23])[CH2:21][CH2:20][CH2:19]1, predict the reactants needed to synthesize it. (3) Given the product [Cl:1][C:2]1[C:7]([O:8][CH2:24][CH3:25])=[C:6]([C:9]([O:11][CH3:12])=[O:10])[CH:5]=[C:4]([CH:13]2[CH2:14][CH2:15]2)[C:3]=1[C:16]1[CH:17]=[CH:18][C:19]([F:22])=[CH:20][CH:21]=1, predict the reactants needed to synthesize it. The reactants are: [Cl:1][C:2]1[C:7]([OH:8])=[C:6]([C:9]([O:11][CH3:12])=[O:10])[CH:5]=[C:4]([CH:13]2[CH2:15][CH2:14]2)[C:3]=1[C:16]1[CH:21]=[CH:20][C:19]([F:22])=[CH:18][CH:17]=1.I[CH2:24][CH3:25].C(=O)([O-])[O-].[K+].[K+].CN(C=O)C. (4) Given the product [Cl:3][C:12]1[CH:11]=[C:10]([C:15]([OH:17])=[O:16])[CH:9]=[C:8]([CH2:6][CH3:7])[N:13]=1, predict the reactants needed to synthesize it. The reactants are: P(Cl)(Cl)([Cl:3])=O.[CH2:6]([C:8]1[NH:13][C:12](=O)[CH:11]=[C:10]([C:15]([OH:17])=[O:16])[CH:9]=1)[CH3:7]. (5) Given the product [Br:13][C:8]1[CH:9]=[C:10]([O:11][CH3:12])[C:3]([O:2][CH3:1])=[CH:4][C:5]=1[CH:6]=[O:7], predict the reactants needed to synthesize it. The reactants are: [CH3:1][O:2][C:3]1[CH:4]=[C:5]([CH:8]=[CH:9][C:10]=1[O:11][CH3:12])[CH:6]=[O:7].[Br:13]Br. (6) Given the product [CH:1]12[CH2:10][CH:5]3[CH2:6][CH:7]([CH2:9][CH:3]([CH2:4]3)[CH:2]1[NH:11][C:12]([C:14]1[CH:15]=[N:16][N:17]([CH3:20])[C:18]=1[N:22]([CH2:23][CH2:24][OH:25])[CH3:21])=[O:13])[CH2:8]2, predict the reactants needed to synthesize it. The reactants are: [CH:1]12[CH2:10][CH:5]3[CH2:6][CH:7]([CH2:9][CH:3]([CH2:4]3)[CH:2]1[NH:11][C:12]([C:14]1[CH:15]=[N:16][N:17]([CH3:20])[C:18]=1Cl)=[O:13])[CH2:8]2.[CH3:21][NH:22][CH2:23][CH2:24][OH:25]. (7) Given the product [Br:1][C:2]1[C:3]2[S:10][CH:11]=[C:12]([CH3:14])[C:4]=2[C:5]([F:9])=[C:6]([F:8])[CH:7]=1, predict the reactants needed to synthesize it. The reactants are: [Br:1][C:2]1[CH:7]=[C:6]([F:8])[C:5]([F:9])=[CH:4][C:3]=1[S:10][CH2:11][C:12]([CH3:14])=O. (8) Given the product [Cl:18][C:19]1[C:24]([C:2]2[NH:6][CH:5]=[C:4]([CH:16]=[O:17])[CH:3]=2)=[CH:23][CH:22]=[CH:21][N:20]=1, predict the reactants needed to synthesize it. The reactants are: Br[C:2]1[N:6](S(C2C=CC=CC=2)(=O)=O)[CH:5]=[C:4]([CH:16]=[O:17])[CH:3]=1.[Cl:18][C:19]1[C:24](B(O)O)=[CH:23][CH:22]=[CH:21][N:20]=1.C(=O)([O-])O.[Na+].COCCOC. (9) Given the product [Cl:24][C:20]1[CH:19]=[C:18]([N:4]([CH2:1][CH2:2][CH2:3][OH:29])[CH:5]2[CH2:10][CH2:9][CH2:8][N:7]([C:11]([O:13][C:14]([CH3:17])([CH3:16])[CH3:15])=[O:12])[CH2:6]2)[CH:23]=[CH:22][CH:21]=1, predict the reactants needed to synthesize it. The reactants are: [CH2:1]([N:4]([C:18]1[CH:23]=[CH:22][CH:21]=[C:20]([Cl:24])[CH:19]=1)[CH:5]1[CH2:10][CH2:9][CH2:8][N:7]([C:11]([O:13][C:14]([CH3:17])([CH3:16])[CH3:15])=[O:12])[CH2:6]1)[CH:2]=[CH2:3].B.C1C[O:29]CC1.[OH-].[Na+].Cl.